Predict the product of the given reaction. From a dataset of Forward reaction prediction with 1.9M reactions from USPTO patents (1976-2016). The product is: [CH2:1]([O:8][C:9](=[O:32])[NH:10][CH:11]([C:14]1([C:24]2[CH:29]=[CH:28][C:27]([O:30][CH3:31])=[CH:26][CH:25]=2)[CH2:15][CH2:16][C:17](=[O:18])[CH2:22][CH2:23]1)[CH2:12][CH3:13])[C:2]1[CH:7]=[CH:6][CH:5]=[CH:4][CH:3]=1. Given the reactants [CH2:1]([O:8][C:9](=[O:32])[NH:10][CH:11]([C:14]1([C:24]2[CH:29]=[CH:28][C:27]([O:30][CH3:31])=[CH:26][CH:25]=2)[CH2:23][CH2:22][C:17]2(OCC[O:18]2)[CH2:16][CH2:15]1)[CH2:12][CH3:13])[C:2]1[CH:7]=[CH:6][CH:5]=[CH:4][CH:3]=1.C(=O)(O)[O-].[Na+], predict the reaction product.